From a dataset of Aqueous solubility values for 9,982 compounds from the AqSolDB database. Regression/Classification. Given a drug SMILES string, predict its absorption, distribution, metabolism, or excretion properties. Task type varies by dataset: regression for continuous measurements (e.g., permeability, clearance, half-life) or binary classification for categorical outcomes (e.g., BBB penetration, CYP inhibition). For this dataset (solubility_aqsoldb), we predict Y. (1) The molecule is CCCCN(CCCC)C(=O)COC(=O)c1ccccc1. The Y is -3.56 log mol/L. (2) The molecule is O=[N+]([O-])c1ccc2c(c1CO)OCO2. The Y is -3.06 log mol/L.